Dataset: Full USPTO retrosynthesis dataset with 1.9M reactions from patents (1976-2016). Task: Predict the reactants needed to synthesize the given product. (1) Given the product [C:17]1([C:23]#[C:24][C:25]([NH2:4])=[O:27])[CH:22]=[CH:21][CH:20]=[CH:19][CH:18]=1, predict the reactants needed to synthesize it. The reactants are: IC1C=CC=CC=1[NH2:4].C(=O)C1C=CC=CC=1.[C:17]1([C:23]#[C:24][C:25]([OH:27])=O)[CH:22]=[CH:21][CH:20]=[CH:19][CH:18]=1.N#[C-]. (2) Given the product [CH:16]1[C:17]2[CH2:18][CH2:19][CH2:20][CH2:21][C:22]=2[CH:23]=[CH:24][C:15]=1[NH:14][C:4]1[C:5]2[C:9]3[CH2:10][N:11]([C:25](=[O:27])[CH3:26])[CH2:12][CH2:13][C:8]=3[NH:7][C:6]=2[N:1]=[CH:2][CH:3]=1, predict the reactants needed to synthesize it. The reactants are: [N:1]1[C:6]2[NH:7][C:8]3[CH2:13][CH2:12][NH:11][CH2:10][C:9]=3[C:5]=2[C:4]([NH:14][C:15]2[CH:24]=[CH:23][C:22]3[CH2:21][CH2:20][CH2:19][CH2:18][C:17]=3[CH:16]=2)=[CH:3][CH:2]=1.[C:25](OC(=O)C)(=[O:27])[CH3:26].C(N(CC)CC)C. (3) Given the product [F:16][C:15]1[CH:14]=[C:13]([C:17]([OH:20])([CH3:18])[CH3:19])[CH:12]=[C:11]([F:21])[C:10]=1[C:4]1[S:3][C:2]([NH:1][C:23]2[CH:24]=[CH:25][C:26]([C:30]3[N:34]([CH2:35][C:36]([OH:38])([CH3:37])[CH3:39])[N:33]=[N:32][CH:31]=3)=[C:27]([CH3:29])[N:28]=2)=[C:6]([C:7]([NH2:9])=[O:8])[CH:5]=1, predict the reactants needed to synthesize it. The reactants are: [NH2:1][C:2]1[S:3][C:4]([C:10]2[C:15]([F:16])=[CH:14][C:13]([C:17]([OH:20])([CH3:19])[CH3:18])=[CH:12][C:11]=2[F:21])=[CH:5][C:6]=1[C:7]([NH2:9])=[O:8].Cl[C:23]1[N:28]=[C:27]([CH3:29])[C:26]([C:30]2[N:34]([CH2:35][C:36]([CH3:39])([OH:38])[CH3:37])[N:33]=[N:32][CH:31]=2)=[CH:25][CH:24]=1. (4) Given the product [NH2:12][C:8]([C:13]1[CH:14]=[CH:15][C:16]([F:19])=[CH:17][CH:18]=1)([C:5]1[CH:4]=[CH:3][C:2]([F:1])=[CH:7][CH:6]=1)[CH:9]([NH:11][C:26]([C:21]1[CH:22]=[N:23][CH:24]=[CH:25][N:20]=1)=[O:27])[CH3:10], predict the reactants needed to synthesize it. The reactants are: [F:1][C:2]1[CH:7]=[CH:6][C:5]([C:8]([C:13]2[CH:18]=[CH:17][C:16]([F:19])=[CH:15][CH:14]=2)([NH2:12])[CH:9]([NH2:11])[CH3:10])=[CH:4][CH:3]=1.[N:20]1[CH:25]=[CH:24][N:23]=[CH:22][C:21]=1[C:26](O)=[O:27].CN(C)CCCN=C=NCC.